This data is from Full USPTO retrosynthesis dataset with 1.9M reactions from patents (1976-2016). The task is: Predict the reactants needed to synthesize the given product. (1) Given the product [CH2:23]([N:4]1[C:5]2[C:10](=[CH:9][CH:8]=[CH:7][CH:6]=2)[C:2]([I:1])=[CH:3]1)[C:17]1[CH:22]=[CH:21][CH:20]=[CH:19][CH:18]=1, predict the reactants needed to synthesize it. The reactants are: [I:1][C:2]1[C:10]2[C:5](=[CH:6][CH:7]=[CH:8][CH:9]=2)[NH:4][CH:3]=1.CC([O-])(C)C.[K+].[C:17]1([CH2:23]Br)[CH:22]=[CH:21][CH:20]=[CH:19][CH:18]=1. (2) Given the product [C:1]([O:5][C:6](=[O:15])[NH:7][C:8]1[CH:9]=[CH:10][C:11]([O:14][CH2:29][CH2:28][C:18]2[N:19]=[C:20]([C:22]3[CH:27]=[CH:26][CH:25]=[CH:24][CH:23]=3)[O:21][C:17]=2[CH3:16])=[CH:12][CH:13]=1)([CH3:4])([CH3:2])[CH3:3], predict the reactants needed to synthesize it. The reactants are: [C:1]([O:5][C:6](=[O:15])[NH:7][C:8]1[CH:13]=[CH:12][C:11]([OH:14])=[CH:10][CH:9]=1)([CH3:4])([CH3:3])[CH3:2].[CH3:16][C:17]1[O:21][C:20]([C:22]2[CH:27]=[CH:26][CH:25]=[CH:24][CH:23]=2)=[N:19][C:18]=1[CH2:28][CH2:29]O.C1(P(C2C=CC=CC=2)C2C=CC=CC=2)C=CC=CC=1.N(C(OC(C)C)=O)=NC(OC(C)C)=O. (3) Given the product [CH2:15]1[C:14](=[O:34])[N:18]([O:72][C:70]([CH2:69][CH2:68][CH2:67][CH2:66][CH2:65][NH:10][C:8]([CH2:7][CH2:6][N:5]2[C:4](=[O:12])[CH:3]=[CH:2][C:1]2=[O:13])=[O:9])=[O:71])[C:17](=[O:33])[CH2:16]1, predict the reactants needed to synthesize it. The reactants are: [C:1]1(=[O:13])[N:5]([CH2:6][CH2:7][C:8]([NH:10]N)=[O:9])[C:4](=[O:12])[CH:3]=[CH:2]1.[C:14]1(=[O:34])[N:18](CCCCCCCCCCC(NN)=O)[C:17](=[O:33])[CH:16]=[CH:15]1.C1(=O)N(CCC(O)=O)C(=O)C=C1.C1(=O)N(CCCC(O)=O)C(=O)C=C1.C1(=O)N([CH2:65][CH2:66][CH2:67][CH2:68][CH2:69][C:70]([OH:72])=[O:71])C(=O)C=C1.C1(=O)N(CCCCCCCCCCC(O)=O)C(=O)C=C1. (4) Given the product [ClH:25].[C:26]([O:29][CH2:30][C:31]([NH:1][C:2]1[C:3]([Cl:25])=[N:4][C:5]2[C:10]([C:11]=1[NH:12][CH2:13][C:14]([NH:17][C:18](=[O:24])[OH:19])([CH3:15])[CH3:16])=[CH:9][CH:8]=[CH:7][CH:6]=2)=[O:32])(=[O:28])[CH3:27], predict the reactants needed to synthesize it. The reactants are: [NH2:1][C:2]1[C:3]([Cl:25])=[N:4][C:5]2[C:10]([C:11]=1[NH:12][CH2:13][C:14]([NH:17][C:18](=[O:24])[O:19]C(C)(C)C)([CH3:16])[CH3:15])=[CH:9][CH:8]=[CH:7][CH:6]=2.[C:26]([O:29][CH2:30][C:31](Cl)=[O:32])(=[O:28])[CH3:27]. (5) Given the product [NH2:1][C:2]1[N:3]=[CH:4][C:5]([C:21]2[CH2:22][CH2:23][N:24]([C:27](=[O:30])[CH2:28][CH3:29])[CH2:25][CH:26]=2)=[N:6][C:7]=1[C:8]1[O:9][C:10]([C:13]2[CH:18]=[CH:17][C:16]([CH2:19][NH:32][CH3:31])=[CH:15][CH:14]=2)=[N:11][N:12]=1, predict the reactants needed to synthesize it. The reactants are: [NH2:1][C:2]1[N:3]=[CH:4][C:5]([C:21]2[CH2:22][CH2:23][N:24]([C:27](=[O:30])[CH2:28][CH3:29])[CH2:25][CH:26]=2)=[N:6][C:7]=1[C:8]1[O:9][C:10]([C:13]2[CH:18]=[CH:17][C:16]([CH2:19]Br)=[CH:15][CH:14]=2)=[N:11][N:12]=1.[CH3:31][NH2:32].